Dataset: NCI-60 drug combinations with 297,098 pairs across 59 cell lines. Task: Regression. Given two drug SMILES strings and cell line genomic features, predict the synergy score measuring deviation from expected non-interaction effect. (1) Drug 1: CC1=C(N=C(N=C1N)C(CC(=O)N)NCC(C(=O)N)N)C(=O)NC(C(C2=CN=CN2)OC3C(C(C(C(O3)CO)O)O)OC4C(C(C(C(O4)CO)O)OC(=O)N)O)C(=O)NC(C)C(C(C)C(=O)NC(C(C)O)C(=O)NCCC5=NC(=CS5)C6=NC(=CS6)C(=O)NCCC[S+](C)C)O. Drug 2: CN1C2=C(C=C(C=C2)N(CCCl)CCCl)N=C1CCCC(=O)O.Cl. Cell line: HT29. Synergy scores: CSS=1.27, Synergy_ZIP=-0.571, Synergy_Bliss=-6.44, Synergy_Loewe=-13.1, Synergy_HSA=-9.07. (2) Drug 1: CC1=CC2C(CCC3(C2CCC3(C(=O)C)OC(=O)C)C)C4(C1=CC(=O)CC4)C. Drug 2: B(C(CC(C)C)NC(=O)C(CC1=CC=CC=C1)NC(=O)C2=NC=CN=C2)(O)O. Cell line: UACC62. Synergy scores: CSS=-3.65, Synergy_ZIP=0.404, Synergy_Bliss=-2.57, Synergy_Loewe=-3.88, Synergy_HSA=-3.70.